This data is from Experimentally validated miRNA-target interactions with 360,000+ pairs, plus equal number of negative samples. The task is: Binary Classification. Given a miRNA mature sequence and a target amino acid sequence, predict their likelihood of interaction. (1) The miRNA is mmu-miR-292b-5p with sequence ACUCAAAACCUGGCGGCACUUUU. The protein sequence of the target gene is MLRMKLPPKSTHPSEPPPDAEEPEADARPGAKAPLRRRRDCRPPPPPTGLPRGPPPPPSPPRGLEPPVASGPTAGAGMPGGGGHAAALREQERVYEWFGLVLGSAQRLEFMCGLLDLCNPLELRFLGSCLEDLARKDYHYLRDSEAKANGLSDPGSLADFREPAVRSRLIVYLALLGSENREAAGRLHRLLPQVDAVLRSLRATRAEGSRGSVEDEPSGDGEQDAEKDGPGPEGSGCAKLGTGGGLGFRAQEELLLLFTMASLHPAFSFHQRVTLREHLERLRSALRVEPEDAEVEPSNF.... Result: 0 (no interaction). (2) The miRNA is mmu-miR-675-3p with sequence CUGUAUGCCCUAACCGCUCAGU. The protein sequence of the target gene is MARGAEGGRGDAGWGLRGALAAVALLSALNAAGTVFALCQWRGLSSALRALEAQRGREQREDSALRSFLAELSRAPRGASAPPQDPASSARNKRSHSGEPAPHIRAESHDMLMMMTYSMVPIRVMVDLCNSTKGICLTGPSGPPGPPGAGGLPGHNGLDGQPGPQGPKGEKGANGKRGKMGIPGAAGNPGERGEKGDHGELGLQGNEGPPGQKGEKGDKGDVSNDVLLAGAKGDQGPPGPPGPPGPPGPPGPPGSRRAKGPRQPSMFNGQCPGETCAIPNDDTLVGKADEKASEHHSPQA.... Result: 0 (no interaction). (3) The miRNA is mmu-miR-7234-5p with sequence UUGUUUUCUCCAAAGACGUUUCU. The protein sequence of the target gene is MDDDDFGGFEAAETFDGEQGGNQAVSPAVPWATFPAVSGVRLSPASPELILDHDHSSPSTGHLPPDAVISSADDTHADSSLMSQTISKAQIQQSAHTHLNIPLFPLGLTDEPSHGALALEDEPEGPGVHVSNSQLRQKISSLETKLKASEEEKQRIKKDVESLMEKHSVLEKGFLKEKEQDAVSFQARYRELQEKHKQELEDMRKAGHEALSIIVDEYKALLQSSVKQQLDAIEKQYVSAIEKQAHRCEELLHAQHQRLLDVLDTEKELLREKIQEALTQQSQEQKESLEKCLQEEMQRN.... Result: 0 (no interaction). (4) The miRNA is hsa-miR-6831-5p with sequence UAGGUAGAGUGUGAGGAGGAGGUC. The protein sequence of the target gene is MSGRGAGGFPLPPLSPGGGAVAAALGAPPPPAGPGMLPSPALRGPGPSGGMGVPGAAAFRPMGPAGPAAQYQRPGMSPGSRMPMAGLQVGPPAGSPFGTAAPLRPGMPPTMMDPFRKRLLVPQAQPPMPAQRRGLKRRKMADKVLPQRIRELVPESQAYMDLLAFERKLDQTIARKRMEIQEAIKKPLTQKRKLRIYISNTFSPSKADGDNAGTAGTPGGTPAADKVASWELRVEGKLLDDPSKQKRKFSSFFKSLVIELDKELYGPDNHLVEWHRMPTTQETDGFQVKRPGDLNVKCTL.... Result: 0 (no interaction). (5) The miRNA is hsa-miR-183-3p with sequence GUGAAUUACCGAAGGGCCAUAA. The protein sequence of the target gene is MAQPGSGCKATTRCLEGTAPPAMAQSDAEALAGALDKDEGRASPCTPSTPSVCSPPSAASSVPSAGKNICSSCGLEILDRYLLKVNNLIWHVRCLECSVCRTSLRQQNSCYIKNKEIYCKMDYFSRFGTKCARCGRQIYASDWVRRARGNAYHLACFACFSCKRQLSTGEEFGLVEEKVLCRIHYDTMIENLKRAAENGNGLTLEGAVPSEQDSQPKPAKRARTSFTAEQLQVMQAQFAQDNNPDAQTLQKLADMTGLSRRVIQVWFQNCRARHKKHTPQHPVPPSGAPPTRLPSALSDD.... Result: 0 (no interaction). (6) The miRNA is dre-miR-133b-3p with sequence UUUGGUCCCCUUCAACCAGCUA. The protein sequence of the target gene is MAELPHRIIKETQRLLAEPVPGIKAEPDESNARYFHVVIAGESKDSPFEGGTFKRELLLAEEYPMAAPKVRFMTKIYHPNVDKLERISLDILKDKWSPALQIRTVLLSIQALLNAPNPDDPLANDVVEQWKTNEAQAIETARAWTRLYAMNSI. Result: 0 (no interaction). (7) The miRNA is hsa-miR-4740-3p with sequence GCCCGAGAGGAUCCGUCCCUGC. The protein sequence of the target gene is MAEVEETLKRIQSHKGVIGTMVVNAEGIPIRTTLDNSTTVQYAGLLHHLTMKAKSTVRDIDPQNDLTFLRIRSKKHEIMVAPDKEYLLIVIQNPCE. Result: 0 (no interaction). (8) The miRNA is hsa-miR-1296-3p with sequence GAGUGGGGCUUCGACCCUAACC. The protein sequence of the target gene is MSDEVFSTTLAYTKSPKVTKRTTFQDELIRAITARSARQRSSEYSDDFDSDEIVSLGDFSDTSADENSVNKKMNDFHISDDEEKNPSKLLFLKTNKSNGNITKDEPVCAIKNEEEMAPDGCEDIVVKSFSESQNKDEEFEKDKIKMKPKPRILSIKSTSSAENNSLDTDDHFKPSPRPRSMLKKKSHMEEKDGLEDKETALSEELELHSAPSSLPTPNGIQLEAEKKAFSENLDPEDSCLTSLASSSLKQILGDSFSPGSEGNASGKDPNEEITENHNSLKSDENKENSFSADHVTTAVE.... Result: 0 (no interaction). (9) The miRNA is hsa-miR-8081 with sequence CUUGAGUCGUGCCUUUCUGAAUG. The protein sequence of the target gene is MEPGKRRTKDDTWKADDLRKHLWAIQSGGSKEERKHREKKLRKESEMDLPEHKEPRCRDPDQDARSRDRVAEVHTAKESPRGERDRDRQRERRRDAKDREKEKLKEKHREAEKSHSRGKDREKEKDRRARKEELRQTVAHHNLLGQETRDRQLLERAERKGRSVSKVRSEEKDEDSERGDEDRERRYRERKLQYGDSKDNPLKYWLYKEEGERRHRKPREPDRDNKHREKSSTREKREKYSKEKSNSFSDKGEERHKEKRHKEGFHFDDERHQSNVDRKEKSAKDEPRKRESQNGEHRNR.... Result: 0 (no interaction). (10) The miRNA is hsa-miR-2392 with sequence UAGGAUGGGGGUGAGAGGUG. The protein sequence of the target gene is MSVFGKLFGAGGGKAGKGGPTPQEAIQRLRDTEEMLSKKQEFLEKKIEQELTAAKKHGTKNKRAALQALKRKKRYEKQLAQIDGTLSTIEFQREALENANTNTEVLKNMGYAAKAMKAAHDNMDIDKVDELMQDIADQQELAEEISTAISKPVGFGEEFDEDELMAELEELEQEELDKNLLEISGPETVPLPNVPSIALPSKPAKKKEEEDDDMKELENWAGSM. Result: 0 (no interaction).